Dataset: Catalyst prediction with 721,799 reactions and 888 catalyst types from USPTO. Task: Predict which catalyst facilitates the given reaction. Reactant: [CH3:1][O:2][C:3]1[CH:8]=[CH:7][C:6]([CH:9]([CH:12]=O)[CH:10]=O)=[CH:5][CH:4]=1.[CH3:14][O:15][C:16]1[CH:21]=[CH:20][CH:19]=[C:18]([NH2:22])[CH:17]=1.Cl.C(=O)([O-])[O-].[Na+].[Na+]. Product: [CH3:14][O:15][C:16]1[CH:17]=[C:18]2[C:19]([CH:12]=[C:9]([C:6]3[CH:5]=[CH:4][C:3]([O:2][CH3:1])=[CH:8][CH:7]=3)[CH:10]=[N:22]2)=[CH:20][CH:21]=1. The catalyst class is: 8.